From a dataset of Catalyst prediction with 721,799 reactions and 888 catalyst types from USPTO. Predict which catalyst facilitates the given reaction. Reactant: [H-].[Na+].[C:3]([O:7][C:8]([NH:10][C:11]1[S:12][C:13]([C:16]([O:18][CH2:19][CH3:20])=[O:17])=[CH:14][N:15]=1)=[O:9])([CH3:6])([CH3:5])[CH3:4].I[CH3:22].[OH-].[Na+]. Product: [C:3]([O:7][C:8]([N:10]([CH3:22])[C:11]1[S:12][C:13]([C:16]([O:18][CH2:19][CH3:20])=[O:17])=[CH:14][N:15]=1)=[O:9])([CH3:6])([CH3:5])[CH3:4]. The catalyst class is: 20.